This data is from Peptide-MHC class I binding affinity with 185,985 pairs from IEDB/IMGT. The task is: Regression. Given a peptide amino acid sequence and an MHC pseudo amino acid sequence, predict their binding affinity value. This is MHC class I binding data. (1) The peptide sequence is LYNTVATLY. The MHC is HLA-A26:03 with pseudo-sequence HLA-A26:03. The binding affinity (normalized) is 0.0847. (2) The peptide sequence is YQNEVTPEY. The MHC is HLA-A31:01 with pseudo-sequence HLA-A31:01. The binding affinity (normalized) is 0.0847. (3) The peptide sequence is IAEITRQYM. The MHC is H-2-Kb with pseudo-sequence H-2-Kb. The binding affinity (normalized) is 0.109.